Dataset: Forward reaction prediction with 1.9M reactions from USPTO patents (1976-2016). Task: Predict the product of the given reaction. Given the reactants [NH:1]1[C:10]2[C:5](=[CH:6][CH:7]=[CH:8][C:9]=2[C:11]([OH:13])=O)[CH2:4][CH2:3][CH2:2]1.[CH2:14]([O:16][C:17]([C:19]1([NH2:28])[CH2:27][C:26]2[C:21](=[CH:22][CH:23]=[CH:24][CH:25]=2)[CH2:20]1)=[O:18])[CH3:15].CN(C(ON1N=NC2C=CC=NC1=2)=[N+](C)C)C.F[P-](F)(F)(F)(F)F.CCN(C(C)C)C(C)C, predict the reaction product. The product is: [CH2:14]([O:16][C:17]([C:19]1([NH:28][C:11]([C:9]2[CH:8]=[CH:7][CH:6]=[C:5]3[C:10]=2[NH:1][CH2:2][CH2:3][CH2:4]3)=[O:13])[CH2:27][C:26]2[C:21](=[CH:22][CH:23]=[CH:24][CH:25]=2)[CH2:20]1)=[O:18])[CH3:15].